This data is from Reaction yield outcomes from USPTO patents with 853,638 reactions. The task is: Predict the reaction yield, written as a fraction of the theoretical maximum amount of product (1.0 means a 100% yield; for example, 0.34 means a 34% yield). The reactants are Cl[C:2]1[N:7]=[C:6](Cl)[N:5]=[CH:4][N:3]=1.C(N(C(C)C)C(C)C)C.[NH2:18][C:19]1[CH:20]=[C:21]([CH:26]=[CH:27][CH:28]=1)[C:22]([NH:24][CH3:25])=[O:23].ClC1C=CN=NN=1.[NH2:36][CH2:37][CH2:38][CH2:39][OH:40]. The catalyst is CN(C=O)C. The product is [OH:40][CH2:39][CH2:38][CH2:37][NH:36][C:2]1[N:3]=[CH:4][N:5]=[C:6]([NH:18][C:19]2[CH:20]=[C:21]([CH:26]=[CH:27][CH:28]=2)[C:22]([NH:24][CH3:25])=[O:23])[N:7]=1. The yield is 0.850.